Predict the reactants needed to synthesize the given product. From a dataset of Full USPTO retrosynthesis dataset with 1.9M reactions from patents (1976-2016). Given the product [CH2:41]([O:42][C:29]1[C:28]([CH2:27][C:21]2[CH:20]=[C:19]([O:38][CH3:39])[C:13]3[N:14]([CH2:15][CH2:16][O:17][CH3:18])[C:10]([C:7]4[CH:6]=[CH:5][C:4]([CH:1]([CH3:2])[CH3:3])=[CH:9][CH:8]=4)=[N:11][C:12]=3[C:22]=2[C:23]([F:24])([F:25])[F:26])=[CH:33][CH:32]=[CH:31][N:30]=1)[CH3:40], predict the reactants needed to synthesize it. The reactants are: [CH:1]([C:4]1[CH:9]=[CH:8][C:7]([C:10]2[N:14]([CH2:15][CH2:16][O:17][CH3:18])[C:13]3[C:19]([O:38][CH3:39])=[CH:20][C:21]([CH2:27][C:28]4[C:29](S(C)(=O)=O)=[N:30][CH:31]=[CH:32][CH:33]=4)=[C:22]([C:23]([F:26])([F:25])[F:24])[C:12]=3[N:11]=2)=[CH:6][CH:5]=1)([CH3:3])[CH3:2].[CH3:40][CH2:41][O-:42].[Na+].C(O)C.C([O-])(O)=O.[Na+].